Task: Predict the reaction yield, written as a fraction of the theoretical maximum amount of product (1.0 means a 100% yield; for example, 0.34 means a 34% yield).. Dataset: Reaction yield outcomes from USPTO patents with 853,638 reactions (1) The reactants are Br[C:2]1[S:3][C:4]([CH:7]=[O:8])=[CH:5][N:6]=1.[CH3:9][C:10]1[N:15]=[CH:14][C:13](B(O)O)=[CH:12][CH:11]=1.ClCCl.C(=O)([O-])[O-].[Na+].[Na+]. The catalyst is COCCOC.C(OCC)(=O)C.O.C1C=CC(P(C2C=CC=CC=2)[C-]2C=CC=C2)=CC=1.C1C=CC(P(C2C=CC=CC=2)[C-]2C=CC=C2)=CC=1.Cl[Pd]Cl.[Fe+2]. The product is [CH3:9][C:10]1[N:15]=[CH:14][C:13]([C:2]2[S:3][C:4]([CH:7]=[O:8])=[CH:5][N:6]=2)=[CH:12][CH:11]=1. The yield is 0.410. (2) The reactants are [F:1][C:2]1[CH:7]=[CH:6][C:5]([F:8])=[CH:4][C:3]=1[C@H:9]1[CH2:13][CH2:12][CH2:11][N:10]1[C:14]1[CH:15]=[CH:16][C:17]2[N:18]([C:20]([NH2:23])=[CH:21][N:22]=2)[N:19]=1.[C:24]([N:31]1[CH:35]=[CH:34]N=[CH:32]1)(N1C=CN=C1)=[O:25].N1CC[O:39][CH2:38]C1. The catalyst is C(Cl)Cl. The product is [F:1][C:2]1[CH:7]=[CH:6][C:5]([F:8])=[CH:4][C:3]=1[C@H:9]1[CH2:13][CH2:12][CH2:11][N:10]1[C:14]1[CH:15]=[CH:16][C:17]2[N:18]([C:20]([NH:23][C:24]([N:31]3[CH2:35][CH2:34][O:39][CH2:38][CH2:32]3)=[O:25])=[CH:21][N:22]=2)[N:19]=1. The yield is 0.770. (3) The reactants are [F:1][C:2]([F:21])([F:20])[C:3]1[C:11]([C:12]#[N:13])=[CH:10][CH:9]=[C:8]2[C:4]=1[CH:5]=[C:6]([CH2:14][CH2:15][C:16]([F:19])([F:18])[F:17])[NH:7]2.C([O-])([O-])=O.[Cs+].[Cs+].Cl[CH2:29][C:30]1[N:34]=[C:33]([C:35]2[CH:40]=[C:39]([F:41])[CH:38]=[C:37]([F:42])[CH:36]=2)[O:32][N:31]=1. The catalyst is C(#N)C. The product is [F:41][C:39]1[CH:40]=[C:35]([C:33]2[O:32][N:31]=[C:30]([CH2:29][N:7]3[C:8]4[C:4](=[C:3]([C:2]([F:1])([F:20])[F:21])[C:11]([C:12]#[N:13])=[CH:10][CH:9]=4)[CH:5]=[C:6]3[CH2:14][CH2:15][C:16]([F:19])([F:18])[F:17])[N:34]=2)[CH:36]=[C:37]([F:42])[CH:38]=1. The yield is 0.240. (4) The reactants are [S].P12([S:14][P:12]3([S:15]P(S[P:8]([S:11]3)([S:10]1)=[S:9])(=S)S2)=[S:13])=S.[CH:16]1[CH:21]=[CH:20][C:19](S)=[CH:18][CH:17]=1. The catalyst is C1C(Cl)=CC=C(Cl)C=1. The product is [C:16]1([S:10][P:8]2(=[S:9])[S:11][P:12]([S:14][C:16]3[CH:21]=[CH:20][CH:19]=[CH:18][CH:17]=3)(=[S:13])[S:15]2)[CH:21]=[CH:20][CH:19]=[CH:18][CH:17]=1. The yield is 0.600. (5) The reactants are [CH3:1][O:2][C:3]1[CH:4]=[C:5]([NH2:15])[CH:6]=[CH:7][C:8]=1[N:9]1[CH:13]=[C:12]([CH3:14])[N:11]=[CH:10]1.Cl[C:17]1[CH:22]=[C:21]([O:23][C:24]2[C:29]([Cl:30])=[CH:28][CH:27]=[CH:26][C:25]=2[Cl:31])[N:20]=[CH:19][N:18]=1. No catalyst specified. The product is [Cl:31][C:25]1[CH:26]=[CH:27][CH:28]=[C:29]([Cl:30])[C:24]=1[O:23][C:21]1[CH:22]=[CH:17][N:18]=[C:19]([NH:15][C:5]2[CH:6]=[CH:7][C:8]([N:9]3[CH:13]=[C:12]([CH3:14])[N:11]=[CH:10]3)=[C:3]([O:2][CH3:1])[CH:4]=2)[N:20]=1. The yield is 0.290. (6) The reactants are [NH2:1][C:2]1[CH:7]=[CH:6][C:5]([N+:8]([O-:10])=[O:9])=[CH:4][N:3]=1.Cl/[C:12](/[C:15]([O:17][CH2:18][CH3:19])=[O:16])=[CH:13]/[O-].[K+].S(=O)(=O)(O)O. The catalyst is C(O)C. The product is [N+:8]([C:5]1[CH:6]=[CH:7][C:2]2[N:3]([C:12]([C:15]([O:17][CH2:18][CH3:19])=[O:16])=[CH:13][N:1]=2)[CH:4]=1)([O-:10])=[O:9]. The yield is 0.930. (7) The reactants are [NH2:1][C:2]1[CH:10]=[C:9]([O:11][CH3:12])[CH:8]=[C:7]([O:13][CH3:14])[C:3]=1[C:4]([NH2:6])=[O:5].[N:15]1[CH:20]=[CH:19][C:18]([CH:21]=O)=[CH:17][CH:16]=1.COC1C=C(OC)C=C2C=1C(=O)NC(C1C=CC=CN=1)=N2. No catalyst specified. The product is [CH3:14][O:13][C:7]1[CH:8]=[C:9]([O:11][CH3:12])[CH:10]=[C:2]2[C:3]=1[C:4](=[O:5])[NH:6][C:21]([C:18]1[CH:19]=[CH:20][N:15]=[CH:16][CH:17]=1)=[N:1]2. The yield is 0.630. (8) The reactants are [CH:1]([C@H:14]1[CH2:19][CH:18]=[CH:17][CH2:16][O:15]1)([C:8]1[CH:13]=[CH:12][CH:11]=[CH:10][CH:9]=1)[C:2]1[CH:7]=[CH:6][CH:5]=[CH:4][CH:3]=1.C1C=C(Cl)C=C(C(OO)=[O:28])C=1. No catalyst specified. The product is [CH:1]([C@H:14]1[CH2:19][C@H:18]2[C@H:17]([O:28]2)[CH2:16][O:15]1)([C:8]1[CH:9]=[CH:10][CH:11]=[CH:12][CH:13]=1)[C:2]1[CH:7]=[CH:6][CH:5]=[CH:4][CH:3]=1.[CH:1]([C@H:14]1[CH2:19][C@@H:18]2[C@@H:17]([O:28]2)[CH2:16][O:15]1)([C:8]1[CH:9]=[CH:10][CH:11]=[CH:12][CH:13]=1)[C:2]1[CH:7]=[CH:6][CH:5]=[CH:4][CH:3]=1. The yield is 0.520.